Dataset: Forward reaction prediction with 1.9M reactions from USPTO patents (1976-2016). Task: Predict the product of the given reaction. (1) Given the reactants C[Si]([N-][Si](C)(C)C)(C)C.[Na+].[NH2:11][C:12]1[N:16](C(OC(C)(C)C)=O)[N:15]=[C:14]([O:24][CH2:25][C:26]2[CH:31]=[C:30]([O:32][CH3:33])[CH:29]=[C:28]([O:34][CH3:35])[CH:27]=2)[CH:13]=1.[CH3:36][N:37]1[CH2:42][CH2:41][N:40]([C:43]2[CH:44]=[CH:45][C:46]([C:49](OC)=[O:50])=[N:47][CH:48]=2)[CH2:39][CH2:38]1.[NH4+].[Cl-], predict the reaction product. The product is: [CH3:33][O:32][C:30]1[CH:31]=[C:26]([CH2:25][O:24][C:14]2[CH:13]=[C:12]([NH:11][C:49]([C:46]3[CH:45]=[CH:44][C:43]([N:40]4[CH2:39][CH2:38][N:37]([CH3:36])[CH2:42][CH2:41]4)=[CH:48][N:47]=3)=[O:50])[NH:16][N:15]=2)[CH:27]=[C:28]([O:34][CH3:35])[CH:29]=1. (2) The product is: [C:20]([O:24][C:25](=[O:36])[NH:26][CH2:27][CH2:28][O:29][CH2:30][CH2:31][O:32][CH2:33][CH2:34][NH:35][C:15](=[O:17])[C:14]([C:11]1[CH:10]=[CH:9][C:8]([S:5](/[CH:4]=[CH:3]/[C:1]#[N:2])(=[O:6])=[O:7])=[CH:13][CH:12]=1)([CH3:19])[CH3:18])([CH3:23])([CH3:21])[CH3:22]. Given the reactants [C:1](/[CH:3]=[CH:4]/[S:5]([C:8]1[CH:13]=[CH:12][C:11]([C:14]([CH3:19])([CH3:18])[C:15]([OH:17])=O)=[CH:10][CH:9]=1)(=[O:7])=[O:6])#[N:2].[C:20]([O:24][C:25](=[O:36])[NH:26][CH2:27][CH2:28][O:29][CH2:30][CH2:31][O:32][CH2:33][CH2:34][NH2:35])([CH3:23])([CH3:22])[CH3:21].C(N(CC)C(C)C)(C)C, predict the reaction product. (3) Given the reactants C([O:9][C@H:10]1[C@:14]([F:16])([CH3:15])[C@H:13]([N:17]2[CH:25]=[N:24][C:23]3[C:18]2=[N:19][C:20]([NH2:27])=[N:21][C:22]=3Cl)[O:12][C@@H:11]1[CH2:28][O:29]C(=O)C1C=CC=CC=1)(=O)C1C=CC=CC=1.Cl.[CH3:39][NH:40][CH3:41].N12CCCN=C1CCCCC2.O.CO, predict the reaction product. The product is: [NH2:27][C:20]1[N:19]=[C:18]2[C:23]([N:24]=[CH:25][N:17]2[C@@H:13]2[O:12][C@H:11]([CH2:28][OH:29])[C@@H:10]([OH:9])[C@:14]2([F:16])[CH3:15])=[C:22]([N:40]([CH3:41])[CH3:39])[N:21]=1. (4) Given the reactants [CH2:1]([N:8]1[C:13](=[O:14])[N:12]([CH3:15])[C:11](=[O:16])[C:10]([N:17]([CH2:25][CH2:26][CH2:27][OH:28])[CH2:18][CH2:19][CH2:20][C:21]([F:24])([F:23])[F:22])=[N:9]1)[CH2:2][CH2:3][CH2:4][CH2:5][CH2:6][CH3:7].O[C:30]1[CH:31]=[C:32]([CH:42]=[CH:43][CH:44]=1)[O:33][C:34]([CH3:41])([CH3:40])[C:35]([O:37][CH2:38][CH3:39])=[O:36], predict the reaction product. The product is: [CH2:1]([N:8]1[C:13](=[O:14])[N:12]([CH3:15])[C:11](=[O:16])[C:10]([N:17]([CH2:18][CH2:19][CH2:20][C:21]([F:24])([F:23])[F:22])[CH2:25][CH2:26][CH2:27][O:28][C:30]2[CH:31]=[C:32]([CH:42]=[CH:43][CH:44]=2)[O:33][C:34]([CH3:40])([CH3:41])[C:35]([O:37][CH2:38][CH3:39])=[O:36])=[N:9]1)[CH2:2][CH2:3][CH2:4][CH2:5][CH2:6][CH3:7]. (5) Given the reactants [CH2:1]([N:3]1[C:7]2[N:8]=[C:9]([C:18]3[CH:23]=[CH:22][C:21]([NH:24][C:25]([NH:27][C:28]4[CH:36]=[CH:35][C:31]([C:32](O)=[O:33])=[CH:30][CH:29]=4)=[O:26])=[CH:20][CH:19]=3)[N:10]=[C:11]([N:12]3[CH2:17][CH2:16][O:15][CH2:14][CH2:13]3)[C:6]=2[CH:5]=[CH:4]1)[CH3:2].[CH3:37][N:38]1[CH2:43][CH2:42][NH:41][CH2:40][CH2:39]1, predict the reaction product. The product is: [CH2:1]([N:3]1[C:7]2[N:8]=[C:9]([C:18]3[CH:19]=[CH:20][C:21]([NH:24][C:25]([NH:27][C:28]4[CH:36]=[CH:35][C:31]([C:32]([N:41]5[CH2:42][CH2:43][N:38]([CH3:37])[CH2:39][CH2:40]5)=[O:33])=[CH:30][CH:29]=4)=[O:26])=[CH:22][CH:23]=3)[N:10]=[C:11]([N:12]3[CH2:13][CH2:14][O:15][CH2:16][CH2:17]3)[C:6]=2[CH:5]=[CH:4]1)[CH3:2]. (6) Given the reactants O[CH2:2][C:3]([NH:6][C:7]([C:9]1[CH:18]=[CH:17][C:12]([C:13]([O:15][CH3:16])=[O:14])=[CH:11][CH:10]=1)=[O:8])([CH3:5])[CH3:4].S(Cl)(Cl)=O, predict the reaction product. The product is: [CH3:2][C:3]1([CH3:5])[CH2:4][O:8][C:7]([C:9]2[CH:18]=[CH:17][C:12]([C:13]([O:15][CH3:16])=[O:14])=[CH:11][CH:10]=2)=[N:6]1. (7) Given the reactants [CH3:1][O:2][C:3]1[C:4]2[C:17]([C:18]3[CH:23]=[CH:22][CH:21]=[CH:20][CH:19]=3)=[C:16]([C:24]3[CH:29]=[CH:28][C:27]([C:30]4([NH:34]C(=O)OC(C)(C)C)[CH2:33][CH2:32][CH2:31]4)=[CH:26][CH:25]=3)[O:15][C:5]=2[N:6]=[C:7]([N:9]2[CH2:14]COC[CH2:10]2)[N:8]=1.C(O)(C(F)(F)F)=O, predict the reaction product. The product is: [NH2:34][C:30]1([C:27]2[CH:26]=[CH:25][C:24]([C:16]3[O:15][C:5]4[N:6]=[C:7]([N:9]([CH3:10])[CH3:14])[N:8]=[C:3]([O:2][CH3:1])[C:4]=4[C:17]=3[C:18]3[CH:19]=[CH:20][CH:21]=[CH:22][CH:23]=3)=[CH:29][CH:28]=2)[CH2:31][CH2:32][CH2:33]1. (8) Given the reactants C(N(C(C)C)CC)(C)C.C(Cl)CCl.C1C=NC2N(O)N=NC=2C=1.[Cl:24][C:25]1[CH:26]=[C:27]([C:31]([OH:33])=O)[NH:28][C:29]=1[CH3:30].Cl.[NH2:35][CH:36]1[CH2:41][CH2:40][N:39]([C:42]2[CH:43]=[C:44]([CH:48]=[C:49]([Cl:51])[N:50]=2)[C:45]([NH2:47])=[O:46])[CH2:38][CH2:37]1, predict the reaction product. The product is: [Cl:51][C:49]1[CH:48]=[C:44]([CH:43]=[C:42]([N:39]2[CH2:40][CH2:41][CH:36]([NH:35][C:31]([C:27]3[NH:28][C:29]([CH3:30])=[C:25]([Cl:24])[CH:26]=3)=[O:33])[CH2:37][CH2:38]2)[N:50]=1)[C:45]([NH2:47])=[O:46]. (9) The product is: [CH3:18][O:1][C@H:2]1[CH2:7][CH2:6][C@H:5]([NH:8][C:9](=[O:15])[O:10][C:11]([CH3:12])([CH3:14])[CH3:13])[CH2:4][CH2:3]1. Given the reactants [OH:1][C@H:2]1[CH2:7][CH2:6][C@H:5]([NH:8][C:9](=[O:15])[O:10][C:11]([CH3:14])([CH3:13])[CH3:12])[CH2:4][CH2:3]1.[H-].[Na+].[CH2:18]1OCCOCCOCCOCCOC1.IC, predict the reaction product.